Dataset: Full USPTO retrosynthesis dataset with 1.9M reactions from patents (1976-2016). Task: Predict the reactants needed to synthesize the given product. (1) Given the product [CH2:1]([C:3]1[N:8]=[C:7]([CH2:9][N:10]2[CH2:13][CH:12]([C:14]([OH:16])=[O:15])[CH2:11]2)[CH:6]=[CH:5][C:4]=1[C:18]1[N:22]=[C:21]([C:23]2[CH:28]=[CH:27][C:26]([CH2:29][CH:30]([CH3:32])[CH3:31])=[C:25]([CH3:33])[CH:24]=2)[O:20][N:19]=1)[CH3:2], predict the reactants needed to synthesize it. The reactants are: [CH2:1]([C:3]1[N:8]=[C:7]([CH2:9][N:10]2[CH2:13][CH:12]([C:14]([O:16]C)=[O:15])[CH2:11]2)[CH:6]=[CH:5][C:4]=1[C:18]1[N:22]=[C:21]([C:23]2[CH:28]=[CH:27][C:26]([CH2:29][CH:30]([CH3:32])[CH3:31])=[C:25]([CH3:33])[CH:24]=2)[O:20][N:19]=1)[CH3:2].[OH-].[Na+]. (2) Given the product [Cl:12][C:13]1[CH:14]=[CH:15][C:16]([CH:26]=[O:27])=[C:17]([NH:19][C:20](=[O:25])[C:21]([CH3:22])([CH3:23])[CH3:24])[CH:18]=1, predict the reactants needed to synthesize it. The reactants are: [Cr](Cl)([O-])(=O)=O.[NH+]1C=CC=CC=1.[Cl:12][C:13]1[CH:14]=[CH:15][C:16]([CH2:26][OH:27])=[C:17]([NH:19][C:20](=[O:25])[C:21]([CH3:24])([CH3:23])[CH3:22])[CH:18]=1. (3) The reactants are: C([O:4][C@H:5]1[C@H:10]([O:11]C(=O)C)[C@@H:9]([O:15]C(=O)C)[C@H:8]([C:19]2[CH:24]=[C:23]([CH2:25][C:26]3[CH:31]=[CH:30][C:29]([CH2:32][CH3:33])=[CH:28][CH:27]=3)[C:22]([Cl:34])=[CH:21][C:20]=2[CH2:35][O:36][CH2:37][CH:38]([OH:41])[CH2:39][OH:40])[O:7][C@@H:6]1[CH2:42][O:43]C(=O)C)(=O)C.[OH-].[Li+]. Given the product [Cl:34][C:22]1[C:23]([CH2:25][C:26]2[CH:31]=[CH:30][C:29]([CH2:32][CH3:33])=[CH:28][CH:27]=2)=[CH:24][C:19]([C@H:8]2[C@H:9]([OH:15])[C@@H:10]([OH:11])[C@H:5]([OH:4])[C@@H:6]([CH2:42][OH:43])[O:7]2)=[C:20]([CH2:35][O:36][CH2:37][CH:38]([OH:41])[CH2:39][OH:40])[CH:21]=1, predict the reactants needed to synthesize it. (4) Given the product [CH2:1]([C@@H:5]1[NH:23][C:22](=[O:24])[O:21][CH2:20][CH2:19][CH2:18][CH2:17][CH2:16][CH2:15][CH2:14][C:13]2[CH:25]=[CH:26][CH:27]=[CH:28][C:12]=2[O:11][C@H:10]2[CH2:29][N:7]([C@H:8]([C:30]([NH:32][C@:33]3([C:38]([NH:60][S:57]([CH:54]4[CH2:56][CH2:55]4)(=[O:59])=[O:58])=[O:40])[CH2:35][C@H:34]3[CH:36]=[CH2:37])=[O:31])[CH2:9]2)[C:6]1=[O:41])[CH2:2][CH2:3][CH3:4], predict the reactants needed to synthesize it. The reactants are: [CH2:1]([C@@H:5]1[NH:23][C:22](=[O:24])[O:21][CH2:20][CH2:19][CH2:18][CH2:17][CH2:16][CH2:15][CH2:14][C:13]2[CH:25]=[CH:26][CH:27]=[CH:28][C:12]=2[O:11][C@H:10]2[CH2:29][N:7]([C@H:8]([C:30]([NH:32][C@:33]3([C:38]([OH:40])=O)[CH2:35][C@H:34]3[CH:36]=[CH2:37])=[O:31])[CH2:9]2)[C:6]1=[O:41])[CH2:2][CH2:3][CH3:4].C(N1C=CN=C1)(N1C=CN=C1)=O.[CH:54]1([S:57]([NH2:60])(=[O:59])=[O:58])[CH2:56][CH2:55]1.C1CCN2C(=NCCC2)CC1. (5) Given the product [Cl:1][C:2]1[CH:3]=[C:4]([CH2:14][N:15]2[C:19]([CH3:20])=[CH:18][C:17]([NH:21][C:22](=[O:31])[C:23]3[CH:24]=[CH:25][C:26]([CH:29]=[O:30])=[CH:27][CH:28]=3)=[N:16]2)[C:5]2[O:9][C:8]([CH:10]([CH3:11])[CH3:12])=[CH:7][C:6]=2[CH:13]=1, predict the reactants needed to synthesize it. The reactants are: [Cl:1][C:2]1[CH:3]=[C:4]([CH2:14][N:15]2[C:19]([CH3:20])=[CH:18][C:17]([NH:21][C:22](=[O:31])[C:23]3[CH:28]=[CH:27][C:26]([CH2:29][OH:30])=[CH:25][CH:24]=3)=[N:16]2)[C:5]2[O:9][C:8]([CH:10]([CH3:12])[CH3:11])=[CH:7][C:6]=2[CH:13]=1.CC(OI1(OC(C)=O)(OC(C)=O)OC(=O)C2C=CC=CC1=2)=O. (6) Given the product [F:11][C:5]1[CH:4]=[C:3]([CH:10]=[CH:9][C:6]=1[CH2:7][NH:13][CH3:12])[C:1]#[N:2], predict the reactants needed to synthesize it. The reactants are: [C:1]([C:3]1[CH:10]=[CH:9][C:6]([CH2:7]Br)=[C:5]([F:11])[CH:4]=1)#[N:2].[CH3:12][NH2:13]. (7) Given the product [Si:9]([O:8][CH2:7][C:5]1[S:6][C:2]([C:17]#[N:18])=[CH:3][CH:4]=1)([C:12]([CH3:15])([CH3:14])[CH3:13])([CH3:11])[CH3:10], predict the reactants needed to synthesize it. The reactants are: Br[C:2]1[S:6][C:5]([CH2:7][O:8][Si:9]([C:12]([CH3:15])([CH3:14])[CH3:13])([CH3:11])[CH3:10])=[CH:4][CH:3]=1.[Cu](C#N)[C:17]#[N:18].